Dataset: Peptide-MHC class II binding affinity with 134,281 pairs from IEDB. Task: Regression. Given a peptide amino acid sequence and an MHC pseudo amino acid sequence, predict their binding affinity value. This is MHC class II binding data. (1) The peptide sequence is GINYLIDTTSREL. The MHC is DRB1_0401 with pseudo-sequence DRB1_0401. The binding affinity (normalized) is 0.341. (2) The peptide sequence is WCYYAAAQKEVSGVK. The MHC is HLA-DQA10601-DQB10402 with pseudo-sequence HLA-DQA10601-DQB10402. The binding affinity (normalized) is 0.478. (3) The peptide sequence is RVFDKADGKSKRD. The MHC is DRB1_1501 with pseudo-sequence DRB1_1501. The binding affinity (normalized) is 0.0226. (4) The peptide sequence is PATPAAPGAGYTPAT. The MHC is HLA-DQA10501-DQB10301 with pseudo-sequence HLA-DQA10501-DQB10301. The binding affinity (normalized) is 0.793. (5) The peptide sequence is PLMSSKFPELGMNPS. The MHC is HLA-DQA10401-DQB10402 with pseudo-sequence HLA-DQA10401-DQB10402. The binding affinity (normalized) is 0.199. (6) The peptide sequence is TLGEVWKRELNLLDK. The MHC is DRB1_0301 with pseudo-sequence DRB1_0301. The binding affinity (normalized) is 0.410. (7) The peptide sequence is ALTALIRDPPADSTG. The MHC is DRB1_1302 with pseudo-sequence DRB1_1302. The binding affinity (normalized) is 0.644. (8) The binding affinity (normalized) is 0. The MHC is HLA-DQA10501-DQB10302 with pseudo-sequence HLA-DQA10501-DQB10302. The peptide sequence is QTSRLLMRRMRRPTG. (9) The peptide sequence is VKLRRSSAAQVDGFY. The MHC is HLA-DQA10101-DQB10501 with pseudo-sequence HLA-DQA10101-DQB10501. The binding affinity (normalized) is 0.226.